From a dataset of Peptide-MHC class I binding affinity with 185,985 pairs from IEDB/IMGT. Regression. Given a peptide amino acid sequence and an MHC pseudo amino acid sequence, predict their binding affinity value. This is MHC class I binding data. The peptide sequence is SSLVDEFVV. The MHC is H-2-Db with pseudo-sequence H-2-Db. The binding affinity (normalized) is 0.594.